Dataset: Full USPTO retrosynthesis dataset with 1.9M reactions from patents (1976-2016). Task: Predict the reactants needed to synthesize the given product. (1) Given the product [CH3:1][C:2]1([CH3:9])[C:6](=[O:7])[CH:5]=[CH:4][C:3]1=[O:8], predict the reactants needed to synthesize it. The reactants are: [CH3:1][C:2]1([CH3:9])[C:6](=[O:7])[CH2:5][CH2:4][C:3]1=[O:8].C(OCC)C. (2) Given the product [CH:1]1([N:4]([CH:18]2[CH2:23][CH2:22][N:21]([C:34](=[O:35])[CH2:33][CH2:32][CH:31]([C:37]3[CH:42]=[CH:41][C:40]([F:43])=[CH:39][CH:38]=3)[C:28]3[CH:29]=[CH:30][C:25]([F:24])=[CH:26][CH:27]=3)[CH2:20][CH2:19]2)[S:5]([C:8]2[CH:13]=[CH:12][CH:11]=[C:10]([C:14]([F:17])([F:15])[F:16])[CH:9]=2)(=[O:6])=[O:7])[CH2:3][CH2:2]1, predict the reactants needed to synthesize it. The reactants are: [CH:1]1([N:4]([CH:18]2[CH2:23][CH2:22][NH:21][CH2:20][CH2:19]2)[S:5]([C:8]2[CH:13]=[CH:12][CH:11]=[C:10]([C:14]([F:17])([F:16])[F:15])[CH:9]=2)(=[O:7])=[O:6])[CH2:3][CH2:2]1.[F:24][C:25]1[CH:30]=[CH:29][C:28]([CH:31]([C:37]2[CH:42]=[CH:41][C:40]([F:43])=[CH:39][CH:38]=2)[CH2:32][CH2:33][C:34](O)=[O:35])=[CH:27][CH:26]=1. (3) Given the product [ClH:22].[N:1]1[C:10]2[CH2:9][NH:8][CH2:7][CH2:6][C:5]=2[CH:4]=[C:3]([C:18]([O:20][CH3:21])=[O:19])[CH:2]=1, predict the reactants needed to synthesize it. The reactants are: [N:1]1[C:10]2[CH2:9][N:8](C(OC(C)(C)C)=O)[CH2:7][CH2:6][C:5]=2[CH:4]=[C:3]([C:18]([O:20][CH3:21])=[O:19])[CH:2]=1.[ClH:22].